From a dataset of Forward reaction prediction with 1.9M reactions from USPTO patents (1976-2016). Predict the product of the given reaction. (1) Given the reactants [CH3:1][N:2]1[C:11]2[C:6](=[CH:7][CH:8]=[C:9]([NH:12][C:13](=[O:31])[C:14]3[CH:19]=[CH:18][C:17]([C:20]([F:23])([F:22])[F:21])=[CH:16][C:15]=3[NH:24][CH:25]3[CH2:30][CH2:29][NH:28][CH2:27][CH2:26]3)[CH:10]=2)[CH2:5][CH2:4][C:3]1=[O:32].[CH:33]1([CH:36]=O)[CH2:35][CH2:34]1.C(O[BH-](OC(=O)C)OC(=O)C)(=O)C.[Na+].[OH-].[Na+].[Cl:54]CCCl, predict the reaction product. The product is: [ClH:54].[CH:33]1([CH2:36][N:28]2[CH2:29][CH2:30][CH:25]([NH:24][C:15]3[CH:16]=[C:17]([C:20]([F:22])([F:23])[F:21])[CH:18]=[CH:19][C:14]=3[C:13]([NH:12][C:9]3[CH:10]=[C:11]4[C:6]([CH2:5][CH2:4][C:3](=[O:32])[N:2]4[CH3:1])=[CH:7][CH:8]=3)=[O:31])[CH2:26][CH2:27]2)[CH2:35][CH2:34]1. (2) Given the reactants [H-].[Na+].[Cl:3][C:4]1[N:9]=[C:8]([C:10]2([C:14]3[C:23]4[C:18](=[CH:19][CH:20]=[C:21]([OH:24])[CH:22]=4)[CH2:17][CH2:16][N:15]=3)[CH2:13][CH2:12][CH2:11]2)[CH:7]=[CH:6][CH:5]=1.[C:25]([O:29][C:30](=[O:35])[NH:31][CH2:32][CH2:33]Br)([CH3:28])([CH3:27])[CH3:26], predict the reaction product. The product is: [C:25]([O:29][C:30](=[O:35])[NH:31][CH2:32][CH2:33][O:24][C:21]1[CH:22]=[C:23]2[C:18]([CH2:17][CH2:16][N:15]=[C:14]2[C:10]2([C:8]3[CH:7]=[CH:6][CH:5]=[C:4]([Cl:3])[N:9]=3)[CH2:13][CH2:12][CH2:11]2)=[CH:19][CH:20]=1)([CH3:28])([CH3:27])[CH3:26]. (3) Given the reactants [C:1]([O:5][C:6](=[O:23])[N:7]([CH2:9][C:10]1[CH:14]=[C:13]([C:15]2[CH:20]=[CH:19][C:18]([F:21])=[CH:17][C:16]=2[F:22])[NH:12][CH:11]=1)[CH3:8])([CH3:4])([CH3:3])[CH3:2].[H-].[Na+].C1OCCOCCOCCOCCOC1.Cl.[N:42]1[CH:47]=[CH:46][CH:45]=[C:44]([S:48](Cl)(=[O:50])=[O:49])[CH:43]=1, predict the reaction product. The product is: [C:1]([O:5][C:6](=[O:23])[N:7]([CH2:9][C:10]1[CH:14]=[C:13]([C:15]2[CH:20]=[CH:19][C:18]([F:21])=[CH:17][C:16]=2[F:22])[N:12]([S:48]([C:44]2[CH:43]=[N:42][CH:47]=[CH:46][CH:45]=2)(=[O:50])=[O:49])[CH:11]=1)[CH3:8])([CH3:4])([CH3:2])[CH3:3]. (4) Given the reactants [NH:1]1[CH2:11][CH2:10][CH2:9][CH:3](C(OCC)=O)[CH2:2]1.Br[CH2:13][CH2:14][Cl:15].[C:16]([O-:19])([O-])=[O:17].[K+].[K+].[CH3:22][C:23](C)=O, predict the reaction product. The product is: [Cl:15][CH2:14][CH2:13][N:1]1[CH2:2][CH2:3][CH:9]([C:16]([O:19][CH2:22][CH3:23])=[O:17])[CH2:10][CH2:11]1. (5) Given the reactants [C:1]([O:5][C:6]([N:8]([CH2:16][C:17]1[C:18]([CH:24]2[CH2:26][CH2:25]2)=[N:19][CH:20]=[C:21](Cl)[CH:22]=1)[C:9](=[O:15])[O:10][C:11]([CH3:14])([CH3:13])[CH3:12])=[O:7])([CH3:4])([CH3:3])[CH3:2].[F:27][C:28]([F:39])([F:38])[C:29]1[N:34]=[CH:33][C:32](B(O)O)=[CH:31][N:30]=1.C(Cl)(Cl)Cl.COC1C=CC=C(OC)C=1C1C=CC=CC=1P(C1CCCCC1)C1CCCCC1.[O-]P([O-])([O-])=O.[K+].[K+].[K+], predict the reaction product. The product is: [C:1]([O:5][C:6]([N:8]([CH2:16][C:17]1[C:18]([CH:24]2[CH2:26][CH2:25]2)=[N:19][CH:20]=[C:21]([C:32]2[CH:31]=[N:30][C:29]([C:28]([F:39])([F:38])[F:27])=[N:34][CH:33]=2)[CH:22]=1)[C:9](=[O:15])[O:10][C:11]([CH3:14])([CH3:13])[CH3:12])=[O:7])([CH3:4])([CH3:3])[CH3:2]. (6) Given the reactants [N+:1]([O-:4])(O)=[O:2].S(=O)(=O)(O)O.O.[CH:11]1[CH:16]=[CH:15][CH:14]=[CH:13][CH:12]=1, predict the reaction product. The product is: [N+:1]([C:11]1[CH:16]=[CH:15][CH:14]=[CH:13][CH:12]=1)([O-:4])=[O:2]. (7) Given the reactants [CH2:1]([O:8][C:9]([NH:11][C@@H:12]([CH2:17][O:18][CH2:19][CH2:20][NH:21][CH3:22])[C:13](OC)=[O:14])=[O:10])[C:2]1[CH:7]=[CH:6][CH:5]=[CH:4][CH:3]=1.C(OCC)(=O)C.C[Al](C)C, predict the reaction product. The product is: [CH3:22][N:21]1[C:13](=[O:14])[C@@H:12]([NH:11][C:9](=[O:10])[O:8][CH2:1][C:2]2[CH:7]=[CH:6][CH:5]=[CH:4][CH:3]=2)[CH2:17][O:18][CH2:19][CH2:20]1. (8) The product is: [NH2:8][C:5]1[N:4]=[C:3]([C:9]2[C:17]3[C:12](=[CH:13][CH:14]=[C:15]([C:18]#[C:19][C:32]4([OH:35])[CH2:33][CH2:34][C@@H:30]([CH3:29])[CH2:31]4)[CH:16]=3)[N:11]([CH2:20][CH2:21][O:22][CH3:23])[CH:10]=2)[C:2]([Cl:1])=[CH:7][N:6]=1. Given the reactants [Cl:1][C:2]1[C:3]([C:9]2[C:17]3[C:12](=[CH:13][CH:14]=[C:15]([C:18]#[CH:19])[CH:16]=3)[N:11]([CH2:20][CH2:21][O:22][CH3:23])[CH:10]=2)=[N:4][C:5]([NH2:8])=[N:6][CH:7]=1.[Li]CCCC.[CH3:29][C@@H:30]1[CH2:34][CH2:33][C:32](=[O:35])[CH2:31]1, predict the reaction product. (9) Given the reactants Br[C:2]1[CH:3]=[C:4]([C:11]2[CH:16]=[CH:15][CH:14]=[CH:13][CH:12]=2)[C:5]2[N:6]([CH:8]=[N:9][N:10]=2)[CH:7]=1.C([Sn](CCCC)(CCCC)/[CH:22]=[CH:23]\[O:24][CH2:25][CH3:26])CCC.[F-].[K+], predict the reaction product. The product is: [CH2:25]([O:24]/[CH:23]=[CH:22]\[C:2]1[CH:3]=[C:4]([C:11]2[CH:16]=[CH:15][CH:14]=[CH:13][CH:12]=2)[C:5]2[N:6]([CH:8]=[N:9][N:10]=2)[CH:7]=1)[CH3:26].